Task: Binary Classification. Given two protein amino acid sequences, predict whether they physically interact or not.. Dataset: Human Reference Interactome with 51,813 positive PPI pairs across 8,248 proteins, plus equal number of experimentally-validated negative pairs (1) Protein 1 (ENSG00000188643) has sequence MSDCYTELEKAVIVLVENFYKYVSKYSLVKNKISKSSFREMLQKELNHMLSDTGNRKAADKLIQNLDANHDGRISFDEYWTLIGGITGPIAKLIHEQEQQSSS*. Result: 0 (the proteins do not interact). Protein 2 (ENSG00000213203) has sequence MGGRKMATDEENVYGLEENAQSRQESTRRLILVGRTGAGKSATGNSILGQRRFFSRLGATSVTRACTTGSRRWDKCHVEVVDTPDIFSSQVSKTDPGCEERGHCYLLSAPGPHALLLVTQLGRFTAQDQQAVRQVRDMFGEDVLKWMVIVFTRKEDLAGGSLHDYVSNTENRALRELVAECGGRVCAFDNRATGREQEAQVEQLLGMVEGLVLEHKGAHYSNEVYELAQVLRWAGPEERLRRVAERVAARVQRRPWGAWLSARLWKWLKSPRSWRLGLALLLGGALLFWVLLHRRWSEAV.... (2) Protein 1 (ENSG00000196782) has sequence MSPAEQLKQMAAQQQQRAKLMQQKQQQQQQQQQQQQQQHSNQTSNWSPLGPPSSPYGAAFTAEKPNSPMMYPQAFNNQNPIVPPMANNLQKTTMNNYLPQNHMNMINQQPNNLGTNSLNKQHNILTYGNTKPLTHFNADLSQRMTPPVANPNKNPLMPYIQQQQQQQQQQQQQQQQQQPPPPQLQAPRAHLSEDQKRLLLMKQKGVMNQPMAYAALPSHGQVSVKVTHSSSSSCGAFDCRCVMFYKSTVVGSNCLQKTSLHPQVVARFGVFFFHFS*XRAKKSGAGTGKQQHPSKPQQDA.... Protein 2 (ENSG00000125462) has sequence MFLTEDLITFNLRNFLLFQLWESSFSPGAGGFCTTLPPSFLRVDDRATSSTTDSSRAPSSPRPPGSTSHCGISTRCTERCLCVLPLRTSQVPDVMAPQHDQEKFHDLAYSCLGKSFSMSNQDLYGYSTSSLALGLAWLSWETKKKNVLHLVGLDSL*. Result: 0 (the proteins do not interact). (3) Protein 1 (ENSG00000196860) has sequence MPSVRSLLRLLAAAAACGAFAFLGYCIYLNRKRRGDPAFKRRLRDKRRAEPQKAEEQGTQLWDPTKNKKLQELFLQEVRMGELWLSRGEHRMGIQHLGNALLVCEQPRELLKVFKHTLPPKVFEMLLHKIPLICQQFEADMNEQDCLEDDPD*MPSVRSLLRLLAAAAACGAFAFLGYCIYLNRKRRGDPAFKRRLRDKRRAEPQKAEEQGTQESTEWGFNTSAMPF*. Protein 2 (ENSG00000107862) has sequence MVDKNIYIIQGEINIVVGAIKRNARWSTHTPLDEERDPLLHSFGHLKEVLNSITELSEIEPNVFLRPFLEVIRSEDTTGPITGLALTSVNKFLSYALIDPTHEGTAEGMENMADAVTHARFVGTDPASDEVVLMKILQVLRTLLLTPVGAHLTNESVCEIMQSCFRICFEMRLSELLRKSAEHTLVDMVQLLFTRLPQFKEEPKNYVGTNMKKLKMRAGGMSDSSKWKKQKRSPRPPRHMTKVTPGSELPTPNGTTLSSNLTGGMPFIDVPTPISSASSEAASAVVSPSTDSGLEFSSQT.... Result: 0 (the proteins do not interact). (4) Protein 1 (ENSG00000111667) has sequence MAELSEEALLSVLPTIRVPKAGDRVHKDECAFSFDTPESEGGLYICMNTFLGFGKQYVERHFNKTGQRVYLHLRRTRRPKEEDPATGTGDPPRKKPTRLAIGVEGGFDLSEEKFELDEDVKIVILPDYLEIARDGLGGLPDIVRDRVTSAVEALLSADSASRKQEVQAWDGEVRQVSKHAFSLKQLDNPARIPPCGWKCSKCDMRENLWLNLTDGSILCGRRYFDGSGGNNHAVEHYRETGYPLAVKLGTITPDGADVYSYDEDDMVLDPSLAEHLSHFGIDMLKMQKTDKTMTELEIDM.... Protein 2 (ENSG00000204334) has sequence METVNEPETGEVSKDAVIVKQEKNNEYCLQDIDDKLSESAEDDGEDDTNDEDDDEDSNPKKNTQAPLELMAEFLRAEMAREYQLAKKLCQMILIYEPENPEAKEFFTLIEEMLLMEKTQNHEQDGENSDEDSSGESKGESDEELSDESSDEGEDGS*. Result: 0 (the proteins do not interact). (5) Protein 1 (ENSG00000178096) has sequence MLSGRLVLGLVSMAGRVCLCQGSAGSGAIGPVEAAIRTKLEEALSPEVLELRNESGGHAVPPGSETHFRVAVVSSRFEGLSPLQRHRLVHAALAEELGGPVHALAIQARTPAQWRENSQLDTSPPCLGGNKKTLGTP*. Protein 2 (ENSG00000197063) has sequence MTTPNKGNKALKVKREPGENGTSLTDEELVTMSVRELNQHLRGLSKEEIVQLKQRRRTLKNRGYAASCRVKRVTQKEELEKQKAELQQEVEKLASENASMKLELDALRSKYEALQTFARTVARSPVAPARGPLAAGLGPLVPGKVAATSVITIVKSKTDARS*MTTPNKGNKALKVKREPGENGTSLTDEELVTMSVRELNQHLRGLSKEEIVQLKQRRRTLKNRGYAASCRVKRVTQKEELEKQKAELQQEVEKLASENA. Result: 0 (the proteins do not interact). (6) Protein 1 (ENSG00000188428) has sequence MSGGGTETPVGCEAAPGGGSKKRDSLGTAGSAHLIIKDLGEIHSRLLDHRPVIQGETRYFVKEFEEKRGLREMRVLENLKNMIHETNEHTLPKCRDTMRDSLSQVLQRYEELSC*MSGGGTETPVGCEAAPGGGSKKRDSLGTAGSAHLIIKDLGEIHSRLLDHRPVIQGETRYFVKEFEEKRGLREMRVLENLKNMIHETNEHTLPKCRDTMRDSLSQVLQRLQAANDSVCRLQQREQERKKIHSDHLVASEKQHMLQWDNFMKEQPNKRAEVDEEHRKAMERLKEQYAEMEKDLAKFS.... Protein 2 (ENSG00000108578) has sequence MSSSGLNSEKVAALIQKLNSDPQFVLAQNVGTTHDLLDICLKRATVQRAQHVFQHAVPQEGKPITNQKSSGRCWIFSCLNVMRLPFMKKLNIEEFEFSQSYLFFWDKVERCYFFLSAFVDTAQRKEPEDGRLVQFLLMNPANDGGQWDMLVNIVEKYGVIPKKCFPESYTTEATRRMNDILNHKMREFCIRLRNLVHSGATKGEISATQDVMMEEIFRVVCICLGNPPETFTWEYRDKDKNYQKIGPITPLEFYREHVKPLFNMEDKICLVNDPRPQHKYNKLYTVEYLSNMVGGRKTLY.... Result: 0 (the proteins do not interact). (7) Protein 1 (ENSG00000134294) has sequence MKKAEMGRFSISPDEDSSSYSSNSDFNYSYPTKQAALKSHYADVDPENQNFLLESNLGKKKYETEFHPGTTSFGMSVFNLSNAIVGSGILGLSYAMANTGIALFIILLTFVSIFSLYSVHLLLKTANEGGSLLYEQLGYKAFGLVGKLAASGSITMQNIGAMSSYLFIVKYELPLVIQALTNIEDKTGLWYLNGNYLVLLVSLVVILPLSLFRNLGYLGYTSGLSLLCMVFFLIVVICKKFQVPCPVEAALIINETINTTLTQPTALVPALSHNVTENDSCRPHYFIFNSQTVYAVPILI.... Protein 2 (ENSG00000230657) has sequence MLLILLSVALLALSSAESSSEDVSQEESLFLISGKPEGRRPQGGNQPQRPPPPPGKPQGPPPQGGNQSQGPPPPPGKPEGRPPQGGNQSQGPPPHPGKPERPPPQGGNQSQGTPPPPGKPERPPPQGGNQSHRPPPPPGKPERPPPQGGNQSQGPPPHPGKPEGPPPQEGNKSRSARSPPGKPQGPPQQEGNKPQGPPPPGKPQGPPPAGGNPQQPQAPPAGKPQGPPPPPQGGRPPRPAQGQQPPQ*MLLILLSVALLALSSAESSSEDVSQEESLFLISGKPEGRRPQGGNQPQRPPP.... Result: 0 (the proteins do not interact).